The task is: Regression. Given two drug SMILES strings and cell line genomic features, predict the synergy score measuring deviation from expected non-interaction effect.. This data is from Merck oncology drug combination screen with 23,052 pairs across 39 cell lines. (1) Drug 1: Cn1nnc2c(C(N)=O)ncn2c1=O. Drug 2: C#Cc1cccc(Nc2ncnc3cc(OCCOC)c(OCCOC)cc23)c1. Cell line: OCUBM. Synergy scores: synergy=-25.9. (2) Drug 1: O=S1(=O)NC2(CN1CC(F)(F)F)C1CCC2Cc2cc(C=CCN3CCC(C(F)(F)F)CC3)ccc2C1. Drug 2: O=C(O)C1(Cc2cccc(Nc3nccs3)n2)CCC(Oc2cccc(Cl)c2F)CC1. Cell line: UACC62. Synergy scores: synergy=5.44. (3) Drug 1: N.N.O=C(O)C1(C(=O)O)CCC1.[Pt]. Drug 2: Cc1nc(Nc2ncc(C(=O)Nc3c(C)cccc3Cl)s2)cc(N2CCN(CCO)CC2)n1. Cell line: UWB1289. Synergy scores: synergy=5.11. (4) Drug 1: COc1cc(C2c3cc4c(cc3C(OC3OC5COC(C)OC5C(O)C3O)C3COC(=O)C23)OCO4)cc(OC)c1O. Drug 2: C=CCn1c(=O)c2cnc(Nc3ccc(N4CCN(C)CC4)cc3)nc2n1-c1cccc(C(C)(C)O)n1. Cell line: LNCAP. Synergy scores: synergy=21.5. (5) Drug 1: CC1CC2C3CCC4=CC(=O)C=CC4(C)C3(F)C(O)CC2(C)C1(O)C(=O)CO. Drug 2: Cn1cc(-c2cnn3c(N)c(Br)c(C4CCCNC4)nc23)cn1. Cell line: UACC62. Synergy scores: synergy=14.8. (6) Drug 1: CCc1c2c(nc3ccc(O)cc13)-c1cc3c(c(=O)n1C2)COC(=O)C3(O)CC. Drug 2: CNC(=O)c1cc(Oc2ccc(NC(=O)Nc3ccc(Cl)c(C(F)(F)F)c3)cc2)ccn1. Cell line: A427. Synergy scores: synergy=2.51. (7) Drug 1: NC1(c2ccc(-c3nc4ccn5c(=O)[nH]nc5c4cc3-c3ccccc3)cc2)CCC1. Drug 2: COC1CC2CCC(C)C(O)(O2)C(=O)C(=O)N2CCCCC2C(=O)OC(C(C)CC2CCC(OP(C)(C)=O)C(OC)C2)CC(=O)C(C)C=C(C)C(O)C(OC)C(=O)C(C)CC(C)C=CC=CC=C1C. Cell line: SKMEL30. Synergy scores: synergy=58.0. (8) Drug 1: O=C(O)C1(Cc2cccc(Nc3nccs3)n2)CCC(Oc2cccc(Cl)c2F)CC1. Drug 2: O=C(NOCC(O)CO)c1ccc(F)c(F)c1Nc1ccc(I)cc1F. Cell line: HT29. Synergy scores: synergy=2.56. (9) Drug 1: O=C(NOCC(O)CO)c1ccc(F)c(F)c1Nc1ccc(I)cc1F. Drug 2: Cc1nc(Nc2ncc(C(=O)Nc3c(C)cccc3Cl)s2)cc(N2CCN(CCO)CC2)n1. Cell line: SW620. Synergy scores: synergy=3.96.